From a dataset of Full USPTO retrosynthesis dataset with 1.9M reactions from patents (1976-2016). Predict the reactants needed to synthesize the given product. (1) The reactants are: Cl[C:2]1[N:7]=[C:6](Cl)[C:5]([N+:9]([O-])=O)=[CH:4][N:3]=1.[NH2:12][C:13]1[CH:14]=[C:15]([CH:20]=[CH:21][CH:22]=1)[C:16](NC)=O.Cl.[NH2:24][C:25]1[CH:40]=[CH:39][C:28]([C:29]([NH:31][CH2:32][CH2:33][N:34]([CH2:37][CH3:38])[CH2:35][CH3:36])=[O:30])=[CH:27][CH:26]=1.[N:41]([O-])=O.[Na+].[C:45](O)([C:47](F)(F)F)=O. Given the product [CH2:35]([N:34]([CH2:37][CH3:38])[CH2:33][CH2:32][NH:31][C:29](=[O:30])[C:28]1[CH:39]=[CH:40][C:25]([NH:24][C:2]2[N:3]=[CH:4][C:5]3[N:9]=[N:41][N:12]([C:13]4[CH:14]=[C:15]5[C:20](=[CH:21][CH:22]=4)[CH2:47][CH2:45][CH2:16]5)[C:6]=3[N:7]=2)=[CH:26][CH:27]=1)[CH3:36], predict the reactants needed to synthesize it. (2) Given the product [NH2:18][C:12]1[C:11]([Cl:10])=[CH:16][CH:15]=[CH:14][C:13]=1[NH:17][C:8]([NH:7][C:3]1[C:2]([CH3:1])=[CH:6][S:5][CH:4]=1)=[S:9], predict the reactants needed to synthesize it. The reactants are: [CH3:1][C:2]1[C:3]([N:7]=[C:8]=[S:9])=[CH:4][S:5][CH:6]=1.[Cl:10][C:11]1[C:12]([NH2:18])=[C:13]([NH2:17])[CH:14]=[CH:15][CH:16]=1. (3) The reactants are: [BH4-].[Na+].[Br:3][C:4]1[CH:9]=[CH:8][C:7]([C:10](=[O:21])[CH2:11][N:12]([CH3:20])[C:13](=[O:19])[O:14][C:15]([CH3:18])([CH3:17])[CH3:16])=[CH:6][CH:5]=1.C1COCC1. Given the product [Br:3][C:4]1[CH:9]=[CH:8][C:7]([CH:10]([OH:21])[CH2:11][N:12]([CH3:20])[C:13](=[O:19])[O:14][C:15]([CH3:16])([CH3:17])[CH3:18])=[CH:6][CH:5]=1, predict the reactants needed to synthesize it. (4) Given the product [F:16][C:12]1[CH:11]=[C:10]([C:8]2[CH:9]=[C:4]3[CH:3]=[CH:2][NH:17][C:5]3=[N:6][CH:7]=2)[CH:15]=[CH:14][CH:13]=1, predict the reactants needed to synthesize it. The reactants are: Cl[C:2]1[NH:17][C:5]2=[N:6][CH:7]=[C:8]([C:10]3[CH:15]=[CH:14][CH:13]=[C:12]([F:16])[CH:11]=3)[CH:9]=[C:4]2[CH:3]=1.CCN(CC)CC.CO. (5) Given the product [Br:26][C:23]1[CH:24]=[CH:25][C:20]([NH:19][C:14]2[C:13]([NH:28][S:29]([CH:32]3[CH2:34][CH2:33]3)(=[O:31])=[O:30])=[C:12]3[NH:8][CH2:9][CH2:10][N:11]3[C:16](=[O:17])[C:15]=2[CH3:18])=[C:21]([F:27])[CH:22]=1, predict the reactants needed to synthesize it. The reactants are: C([N:8]1[C:12]2=[C:13]([NH:28][S:29]([CH:32]3[CH2:34][CH2:33]3)(=[O:31])=[O:30])[C:14]([NH:19][C:20]3[CH:25]=[CH:24][C:23]([Br:26])=[CH:22][C:21]=3[F:27])=[C:15]([CH3:18])[C:16](=[O:17])[N:11]2[CH2:10][CH2:9]1)C1C=CC=CC=1.C(OC(=O)C)C. (6) Given the product [NH2:14][C:12]1[C:11]2[NH:22][C:23](=[O:32])[N:24]([CH2:25][C:26]3[CH:27]=[CH:28][CH:29]=[CH:30][CH:31]=3)[C:10]=2[CH:9]=[C:8]([C:6]2[O:1][N:2]=[C:3]([CH3:4])[N:5]=2)[N:13]=1, predict the reactants needed to synthesize it. The reactants are: [OH:1][N:2]=[C:3]([NH:5][C:6]([C:8]1[N:13]=[C:12]([NH:14]CC2C=CC=CC=2)[C:11]2[NH:22][C:23](=[O:32])[N:24]([CH2:25][C:26]3[CH:31]=[CH:30][CH:29]=[CH:28][CH:27]=3)[C:10]=2[CH:9]=1)=O)[CH3:4]. (7) Given the product [CH3:1][O:2][C:3]1[CH:4]=[C:5]([NH:11][C:12]([NH:14][C:15]2[CH:26]=[CH:25][C:18]([O:19][CH2:20][C:21]([OH:23])=[O:22])=[C:17]([C:27](=[O:30])[CH2:28][CH3:29])[CH:16]=2)=[O:13])[CH:6]=[CH:7][C:8]=1[O:9][CH3:10], predict the reactants needed to synthesize it. The reactants are: [CH3:1][O:2][C:3]1[CH:4]=[C:5]([NH:11][C:12]([NH:14][C:15]2[CH:26]=[CH:25][C:18]([O:19][CH2:20][C:21]([O:23]C)=[O:22])=[C:17]([C:27](=[O:30])[CH2:28][CH3:29])[CH:16]=2)=[O:13])[CH:6]=[CH:7][C:8]=1[O:9][CH3:10].[OH-].[Na+].O.Cl. (8) Given the product [NH2:8][C:13]1[CH:17]=[C:16]([C:18]([OH:21])([CH3:19])[CH3:20])[N:15]([CH3:22])[N:14]=1, predict the reactants needed to synthesize it. The reactants are: Cl.NO.O[K].CC1[N:8]([C:13]2[CH:17]=[C:16]([C:18]([OH:21])([CH3:20])[CH3:19])[N:15]([CH3:22])[N:14]=2)C(C)=CC=1. (9) Given the product [F:28][C:25]1[CH:24]=[CH:23][C:22]([CH2:21][N:14]2[C:15](=[O:20])[CH:16]3[NH:11][CH:12]([CH2:19][CH2:18][CH2:17]3)[C:13]2=[O:29])=[CH:27][CH:26]=1, predict the reactants needed to synthesize it. The reactants are: C(OC([N:11]1[CH:16]2[CH2:17][CH2:18][CH2:19][CH:12]1[C:13](=[O:29])[N:14]([CH2:21][C:22]1[CH:27]=[CH:26][C:25]([F:28])=[CH:24][CH:23]=1)[C:15]2=[O:20])=O)C1C=CC=CC=1.C1CCC=CC=1.